This data is from Full USPTO retrosynthesis dataset with 1.9M reactions from patents (1976-2016). The task is: Predict the reactants needed to synthesize the given product. (1) Given the product [Cl:10][C:7]1[CH:8]=[CH:9][C:2]([NH:1][S:19]([C:22]([F:25])([F:24])[F:23])(=[O:20])=[O:18])=[C:3]([CH:4]=[O:5])[CH:6]=1, predict the reactants needed to synthesize it. The reactants are: [NH2:1][C:2]1[CH:9]=[CH:8][C:7]([Cl:10])=[CH:6][C:3]=1[CH:4]=[O:5].CCN(CC)CC.[O:18](S(C(F)(F)F)(=O)=O)[S:19]([C:22]([F:25])([F:24])[F:23])(=O)=[O:20]. (2) Given the product [C:1]([O:5][C:6](=[O:36])[CH2:7][O:8][C:9]1[CH:14]=[CH:13][C:12]([C:15]2[CH:67]=[N:68][N:17]([CH3:18])[CH:16]=2)=[CH:11][C:10]=1[C:22]#[C:23][C:24]1[CH:29]=[CH:28][CH:27]=[C:26]([S:30]([CH2:33][CH2:34][CH3:35])(=[O:32])=[O:31])[CH:25]=1)([CH3:3])([CH3:2])[CH3:4], predict the reactants needed to synthesize it. The reactants are: [C:1]([O:5][C:6](=[O:36])[CH2:7][O:8][C:9]1[CH:14]=[CH:13][C:12]([C:15]2S[C:18](C)=[N:17][C:16]=2C)=[CH:11][C:10]=1[C:22]#[C:23][C:24]1[CH:29]=[CH:28][CH:27]=[C:26]([S:30]([CH2:33][CH2:34][CH3:35])(=[O:32])=[O:31])[CH:25]=1)([CH3:4])([CH3:3])[CH3:2].C(OC(=O)COC1C=CC(Br)=CC=1C#CC1C=CC=C(S(CCC)(=O)=O)C=1)(C)(C)C.[CH3:67][N:68]1C=C(B(O)O)C=N1.